Dataset: Full USPTO retrosynthesis dataset with 1.9M reactions from patents (1976-2016). Task: Predict the reactants needed to synthesize the given product. (1) Given the product [NH2:28][C:24]1[CH:23]=[C:22]([C:9]2[CH:8]=[CH:7][C:6]3[N:2]([CH3:1])[C:3](=[O:20])[S:4][C:5]=3[CH:10]=2)[CH:27]=[N:26][CH:25]=1, predict the reactants needed to synthesize it. The reactants are: [CH3:1][N:2]1[C:6]2[CH:7]=[CH:8][C:9](B3OC(C)(C)C(C)(C)O3)=[CH:10][C:5]=2[S:4][C:3]1=[O:20].Br[C:22]1[CH:23]=[C:24]([NH2:28])[CH:25]=[N:26][CH:27]=1.COC1C=CC=C(OC)C=1C1C=CC=CC=1P(C1CCCCC1)C1CCCCC1.[O-]P([O-])([O-])=O.[K+].[K+].[K+]. (2) Given the product [C:1]([O:5][C:6]([N:8]1[CH2:13][CH2:12][N:11]([C:15](=[O:14])[CH2:16][CH2:17][OH:18])[CH2:10][CH2:9]1)=[O:7])([CH3:4])([CH3:2])[CH3:3], predict the reactants needed to synthesize it. The reactants are: [C:1]([O:5][C:6]([N:8]1[CH2:13][CH2:12][NH:11][CH2:10][CH2:9]1)=[O:7])([CH3:4])([CH3:3])[CH3:2].[OH:14][CH2:15][CH2:16][C:17](O)=[O:18].ON1C2C=CC=CC=2N=N1.Cl.C(N=C=NCCCN(C)C)C. (3) Given the product [CH:49]1([N:44]2[C:45]3[C:40](=[CH:39][C:38]([F:56])=[C:37]([N:33]4[CH2:34][CH2:35][CH2:36][C:31](=[C:29]([F:30])[CH2:28][NH:27][C:11]([O:12][CH2:13][C:14]5[O:15][C:16](=[O:20])[O:17][C:18]=5[CH3:19])=[O:21])[CH2:32]4)[C:46]=3[O:47][CH3:48])[C:41](=[O:55])[C:42]([C:52]([OH:54])=[O:53])=[CH:43]2)[CH2:50][CH2:51]1, predict the reactants needed to synthesize it. The reactants are: [N+](C1C=CC(O[C:11](=[O:21])[O:12][CH2:13][C:14]2[O:15][C:16](=[O:20])[O:17][C:18]=2[CH3:19])=CC=1)([O-])=O.C1COCC1.[NH2:27][CH2:28][C:29](=[C:31]1[CH2:36][CH2:35][CH2:34][N:33]([C:37]2[C:46]([O:47][CH3:48])=[C:45]3[C:40]([C:41](=[O:55])[C:42]([C:52]([OH:54])=[O:53])=[CH:43][N:44]3[CH:49]3[CH2:51][CH2:50]3)=[CH:39][C:38]=2[F:56])[CH2:32]1)[F:30].CCN(C(C)C)C(C)C. (4) Given the product [CH:21]1([NH:26][C:18]([C@H:14]2[CH2:15][CH2:16][CH2:17][N:12]([S:9]([C:3]3[CH:4]=[CH:5][C:6]([Cl:8])=[CH:7][C:2]=3[Cl:1])(=[O:10])=[O:11])[CH2:13]2)=[O:20])[CH2:25][CH2:24][CH2:23][CH2:22]1, predict the reactants needed to synthesize it. The reactants are: [Cl:1][C:2]1[CH:7]=[C:6]([Cl:8])[CH:5]=[CH:4][C:3]=1[S:9]([N:12]1[CH2:17][CH2:16][CH2:15][C@H:14]([C:18]([OH:20])=O)[CH2:13]1)(=[O:11])=[O:10].[CH:21]1([NH2:26])[CH2:25][CH2:24][CH2:23][CH2:22]1. (5) Given the product [Cl:1][C:2]1[CH:8]=[CH:7][C:6]([S:9]([N:12]2[C:21]3[C:16](=[CH:17][C:18]([CH3:22])=[CH:19][CH:20]=3)[CH2:15][CH2:14][CH2:13]2)(=[O:11])=[O:10])=[CH:5][C:3]=1[N:4]1[C:28](=[O:29])[C:27]2[C:26](=[CH:35][CH:34]=[CH:33][CH:32]=2)[NH:23][C:24]1=[O:25], predict the reactants needed to synthesize it. The reactants are: [Cl:1][C:2]1[CH:8]=[CH:7][C:6]([S:9]([N:12]2[C:21]3[C:16](=[CH:17][C:18]([CH3:22])=[CH:19][CH:20]=3)[CH2:15][CH2:14][CH2:13]2)(=[O:11])=[O:10])=[CH:5][C:3]=1[NH2:4].[N:23]([C:26]1[CH:35]=[CH:34][CH:33]=[CH:32][C:27]=1[C:28](OC)=[O:29])=[C:24]=[O:25].C(O)C(N)(CO)CO. (6) Given the product [Cl:14][C:15]1[N:20]=[C:19]([NH:1][C:2]2[CH:7]=[N:6][C:5]([Cl:8])=[CH:4][CH:3]=2)[CH:18]=[C:17]([C:22]2[CH:27]=[CH:26][CH:25]=[CH:24][CH:23]=2)[N:16]=1, predict the reactants needed to synthesize it. The reactants are: [NH2:1][C:2]1[CH:3]=[CH:4][C:5]([Cl:8])=[N:6][CH:7]=1.[Li]CCCC.[Cl:14][C:15]1[N:20]=[C:19](Cl)[CH:18]=[C:17]([C:22]2[C:27](F)=[CH:26][CH:25]=[CH:24][C:23]=2Cl)[N:16]=1.C(=O)(O)[O-].[Na+]. (7) The reactants are: N1[CH2:5][CH2:4]CC1.[OH2:6].[C:7]1(C)[CH:12]=[CH:11][C:10]([S:13](O)(=O)=O)=[CH:9][CH:8]=1.[S].[N:19]#[C:20][NH2:21].C[OH:23]. Given the product [NH2:19][C:20]1[S:13][C:10]2[CH2:9][C:8]3([O:23][CH2:5][CH2:4][O:6]3)[CH2:7][CH2:12][C:11]=2[N:21]=1, predict the reactants needed to synthesize it. (8) Given the product [Cl:7][C:8]1[CH:16]=[CH:15][C:14]([N:17]2[CH2:18][CH2:19][O:20][CH2:21][CH2:22]2)=[CH:13][C:9]=1[C:10]([NH:12][C:1](=[O:5])[NH:37][C:35]1[S:36][C:32]2[CH:31]=[C:30]([S:27]([CH2:26][CH2:25][CH2:24][N:42]([CH2:43][CH3:44])[CH2:40][CH3:41])(=[O:29])=[O:28])[CH:39]=[CH:38][C:33]=2[N:34]=1)=[O:11], predict the reactants needed to synthesize it. The reactants are: [C:1](Cl)(=[O:5])C(Cl)=O.[Cl:7][C:8]1[CH:16]=[CH:15][C:14]([N:17]2[CH2:22][CH2:21][O:20][CH2:19][CH2:18]2)=[CH:13][C:9]=1[C:10]([NH2:12])=[O:11].I[CH2:24][CH2:25][CH2:26][S:27]([C:30]1[CH:39]=[CH:38][C:33]2[N:34]=[C:35]([NH2:37])[S:36][C:32]=2[CH:31]=1)(=[O:29])=[O:28].[CH2:40]([NH:42][CH2:43][CH3:44])[CH3:41].[I-].[Na+]. (9) Given the product [CH2:78]([O:81][C:82]1[CH:83]=[C:3]([CH2:76][CH2:75][CH2:74][CH2:73][NH:50][CH2:51][CH2:52][CH2:53][CH2:54][O:55][Si:56]([C:69]([CH3:72])([CH3:71])[CH3:70])([C:57]2[CH:62]=[CH:61][CH:60]=[CH:59][CH:58]=2)[C:63]2[CH:64]=[CH:65][CH:66]=[CH:67][CH:68]=2)[CH:2]=[CH:1][C:6]=1[CH:5]=[CH:14][C:9]1[S:13][CH:12]=[CH:11][CH:10]=1)[C:1]1[CH:6]=[CH:5][CH:4]=[CH:3][CH:2]=1, predict the reactants needed to synthesize it. The reactants are: [C:1]1([Li])[CH:6]=[CH:5][CH:4]=[CH:3][CH:2]=1.[Cl-].[C:9]1([CH2:14][P+](C2C=CC=CC=2)(C2C=CC=CC=2)C2C=CC=CC=2)[S:13][CH:12]=[CH:11][CH:10]=1.C(OC1C=C([N:50]([CH2:73][CH2:74][CH2:75][CH3:76])[CH2:51][CH2:52][CH2:53][CH2:54][O:55][Si:56]([C:69]([CH3:72])([CH3:71])[CH3:70])([C:63]2[CH:68]=[CH:67][CH:66]=[CH:65][CH:64]=2)[C:57]2[CH:62]=[CH:61][CH:60]=[CH:59][CH:58]=2)C=CC=1C=O)C1C=CC=CC=1.O.[C:78]([O:81][CH2:82][CH3:83])(=O)C. (10) Given the product [CH3:29][O:28][C:25]1[CH:24]=[CH:23][C:22]([C:21]2[C:14]3[C:13]([O:12][CH:10]([CH3:11])[CH2:9][NH:8][CH3:1])=[N:18][CH:17]=[N:16][C:15]=3[O:19][C:20]=2[C:30]2[CH:31]=[CH:32][CH:33]=[CH:34][CH:35]=2)=[CH:27][CH:26]=1, predict the reactants needed to synthesize it. The reactants are: [CH2:1]([N:8](C)[CH2:9][CH:10]([O:12][C:13]1[C:14]2[C:21]([C:22]3[CH:27]=[CH:26][C:25]([O:28][CH3:29])=[CH:24][CH:23]=3)=[C:20]([C:30]3[CH:35]=[CH:34][CH:33]=[CH:32][CH:31]=3)[O:19][C:15]=2[N:16]=[CH:17][N:18]=1)[CH3:11])C1C=CC=CC=1.C(O)(=O)C.